Predict the product of the given reaction. From a dataset of Forward reaction prediction with 1.9M reactions from USPTO patents (1976-2016). (1) Given the reactants [C:1]1([C:7]2[CH:11]=[C:10]([C:12]3[CH:21]=[CH:20][C:15]([C:16]([O:18]C)=[O:17])=[CH:14][CH:13]=3)[O:9][N:8]=2)[CH:6]=[CH:5][CH:4]=[CH:3][CH:2]=1.[OH-].[Na+].O1CCCC1.Cl, predict the reaction product. The product is: [C:1]1([C:7]2[CH:11]=[C:10]([C:12]3[CH:13]=[CH:14][C:15]([C:16]([OH:18])=[O:17])=[CH:20][CH:21]=3)[O:9][N:8]=2)[CH:2]=[CH:3][CH:4]=[CH:5][CH:6]=1. (2) Given the reactants [CH2:1]([CH:5]1[CH2:7][O:6]1)[CH2:2][CH:3]=[CH2:4].[CH2:8]([O:11][CH2:12]C)[CH:9]=C, predict the reaction product. The product is: [CH2:8]([O:11][CH2:12][CH:4]=[CH:3][CH2:2][CH2:1][CH:5]1[CH2:7][O:6]1)[CH3:9]. (3) Given the reactants [Cl-].[NH4+].[Cl:3][C:4]1[C:9]([CH3:10])=[CH:8][C:7]([N+:11]([O-])=O)=[CH:6][N:5]=1, predict the reaction product. The product is: [Cl:3][C:4]1[N:5]=[CH:6][C:7]([NH2:11])=[CH:8][C:9]=1[CH3:10]. (4) Given the reactants [Cl:1][C:2]1[CH:10]=[CH:9][C:8]2[N:7]([CH2:11][C:12]([C:18]3[CH:23]=[CH:22][C:21]([F:24])=[CH:20][CH:19]=3)(O)[C:13]([F:16])([F:15])[F:14])[C:6]3[CH2:25][CH2:26][N:27]([CH3:29])[CH2:28][C:5]=3[C:4]=2[CH:3]=1.S(=O)(=O)(O)O.[OH-].[K+], predict the reaction product. The product is: [Cl:1][C:2]1[CH:10]=[CH:9][C:8]2[N:7](/[CH:11]=[C:12](/[C:18]3[CH:23]=[CH:22][C:21]([F:24])=[CH:20][CH:19]=3)\[C:13]([F:16])([F:15])[F:14])[C:6]3[CH2:25][CH2:26][N:27]([CH3:29])[CH2:28][C:5]=3[C:4]=2[CH:3]=1. (5) Given the reactants [NH2:1][C@@H:2]1[CH2:7][CH2:6][C@H:5]([C:8]([O:10][C:11]([CH3:14])([CH3:13])[CH3:12])=[O:9])[CH2:4][CH2:3]1.CCN(CC)CC.[Cl:22][C:23]1[C:32]2[C:27](=[CH:28][CH:29]=[C:30]([S:33](Cl)(=[O:35])=[O:34])[CH:31]=2)[C:26]([Cl:37])=[CH:25][N:24]=1, predict the reaction product. The product is: [Cl:22][C:23]1[C:32]2[C:27](=[CH:28][CH:29]=[C:30]([S:33]([NH:1][C@@H:2]3[CH2:3][CH2:4][C@H:5]([C:8]([O:10][C:11]([CH3:14])([CH3:13])[CH3:12])=[O:9])[CH2:6][CH2:7]3)(=[O:35])=[O:34])[CH:31]=2)[C:26]([Cl:37])=[CH:25][N:24]=1. (6) Given the reactants Cl[C:2]1[C:3](=[O:16])[N:4]([CH:9]([CH:12]2[CH2:15][CH2:14][CH2:13]2)[CH2:10][CH3:11])[CH:5]=[C:6]([Cl:8])[N:7]=1.[CH3:17][O:18][C:19]1[CH:28]=[CH:27][C:22]2[NH:23][CH2:24][CH2:25][O:26][C:21]=2[CH:20]=1, predict the reaction product. The product is: [Cl:8][C:6]1[N:7]=[C:2]([N:23]2[C:22]3[CH:27]=[CH:28][C:19]([O:18][CH3:17])=[CH:20][C:21]=3[O:26][CH2:25][CH2:24]2)[C:3](=[O:16])[N:4]([CH:9]([CH:12]2[CH2:15][CH2:14][CH2:13]2)[CH2:10][CH3:11])[CH:5]=1. (7) Given the reactants [NH2:1]/[C:2](=[C:5](\[NH2:8])/[C:6]#[N:7])/[C:3]#[N:4].[F:9][C:10]([F:18])([F:17])[C:11](=O)[C:12](OC)=[O:13], predict the reaction product. The product is: [O:13]=[C:12]1[NH:1][C:2]([C:3]#[N:4])=[C:5]([C:6]#[N:7])[N:8]=[C:11]1[C:10]([F:18])([F:17])[F:9]. (8) Given the reactants [H-].[Na+].CN(C=O)C.[OH:8][C:9]1[CH:10]=[C:11]([CH:14]=[CH:15][C:16]=1[OH:17])[CH:12]=[O:13].I[CH2:19][CH3:20], predict the reaction product. The product is: [CH2:19]([O:17][C:16]1[CH:15]=[CH:14][C:11]([CH:12]=[O:13])=[CH:10][C:9]=1[OH:8])[CH3:20].